Dataset: NCI-60 drug combinations with 297,098 pairs across 59 cell lines. Task: Regression. Given two drug SMILES strings and cell line genomic features, predict the synergy score measuring deviation from expected non-interaction effect. Drug 1: CC1=C2C(C(=O)C3(C(CC4C(C3C(C(C2(C)C)(CC1OC(=O)C(C(C5=CC=CC=C5)NC(=O)OC(C)(C)C)O)O)OC(=O)C6=CC=CC=C6)(CO4)OC(=O)C)O)C)O. Drug 2: B(C(CC(C)C)NC(=O)C(CC1=CC=CC=C1)NC(=O)C2=NC=CN=C2)(O)O. Cell line: SF-268. Synergy scores: CSS=26.5, Synergy_ZIP=-4.47, Synergy_Bliss=-5.55, Synergy_Loewe=-16.6, Synergy_HSA=-4.50.